From a dataset of Reaction yield outcomes from USPTO patents with 853,638 reactions. Predict the reaction yield, written as a fraction of the theoretical maximum amount of product (1.0 means a 100% yield; for example, 0.34 means a 34% yield). (1) The reactants are [CH3:1][C:2]1[C:6]([CH2:7][N:8]2[CH:12]=[C:11]([N:13]3[C:17](=[O:18])[CH2:16][NH:15][C:14]3=[O:19])[CH:10]=[N:9]2)=[C:5]([CH3:20])[O:4][N:3]=1.Br[CH2:22][C:23]1[CH:28]=[CH:27][C:26]([O:29][CH3:30])=[CH:25][CH:24]=1. No catalyst specified. The product is [CH3:1][C:2]1[C:6]([CH2:7][N:8]2[CH:12]=[C:11]([N:13]3[C:17](=[O:18])[CH2:16][N:15]([CH2:22][C:23]4[CH:28]=[CH:27][C:26]([O:29][CH3:30])=[CH:25][CH:24]=4)[C:14]3=[O:19])[CH:10]=[N:9]2)=[C:5]([CH3:20])[O:4][N:3]=1. The yield is 0.190. (2) The reactants are [CH3:1][N:2]1[CH:6]=[C:5]([NH:7][C:8]2[N:13]=[C:12]([NH:14][CH:15]3[C:19]4([CH2:23][CH2:22][CH2:21][CH2:20]4)[CH2:18][N:17](C(OC(C)(C)C)=O)[CH2:16]3)[CH:11]=[CH:10][N:9]=2)[CH:4]=[N:3]1.C(O)(C(F)(F)F)=O. The catalyst is C(Cl)Cl. The product is [CH3:1][N:2]1[CH:6]=[C:5]([NH:7][C:8]2[N:13]=[C:12]([NH:14][CH:15]3[C:19]4([CH2:20][CH2:21][CH2:22][CH2:23]4)[CH2:18][NH:17][CH2:16]3)[CH:11]=[CH:10][N:9]=2)[CH:4]=[N:3]1. The yield is 1.00.